Dataset: NCI-60 drug combinations with 297,098 pairs across 59 cell lines. Task: Regression. Given two drug SMILES strings and cell line genomic features, predict the synergy score measuring deviation from expected non-interaction effect. (1) Drug 2: COC1=NC(=NC2=C1N=CN2C3C(C(C(O3)CO)O)O)N. Synergy scores: CSS=51.9, Synergy_ZIP=-0.913, Synergy_Bliss=-2.97, Synergy_Loewe=-13.5, Synergy_HSA=-3.78. Drug 1: CCCS(=O)(=O)NC1=C(C(=C(C=C1)F)C(=O)C2=CNC3=C2C=C(C=N3)C4=CC=C(C=C4)Cl)F. Cell line: CCRF-CEM. (2) Drug 1: CC1=CC2C(CCC3(C2CCC3(C(=O)C)OC(=O)C)C)C4(C1=CC(=O)CC4)C. Drug 2: CCCCC(=O)OCC(=O)C1(CC(C2=C(C1)C(=C3C(=C2O)C(=O)C4=C(C3=O)C=CC=C4OC)O)OC5CC(C(C(O5)C)O)NC(=O)C(F)(F)F)O. Cell line: U251. Synergy scores: CSS=6.76, Synergy_ZIP=-2.19, Synergy_Bliss=0.668, Synergy_Loewe=4.66, Synergy_HSA=2.04. (3) Drug 1: C1CN1P(=S)(N2CC2)N3CC3. Drug 2: C1C(C(OC1N2C=NC3=C2NC=NCC3O)CO)O. Cell line: SF-295. Synergy scores: CSS=26.2, Synergy_ZIP=-12.1, Synergy_Bliss=-3.09, Synergy_Loewe=-4.94, Synergy_HSA=-2.19. (4) Drug 1: CC1CCC2CC(C(=CC=CC=CC(CC(C(=O)C(C(C(=CC(C(=O)CC(OC(=O)C3CCCCN3C(=O)C(=O)C1(O2)O)C(C)CC4CCC(C(C4)OC)OCCO)C)C)O)OC)C)C)C)OC. Drug 2: CC1C(C(CC(O1)OC2CC(OC(C2O)C)OC3=CC4=CC5=C(C(=O)C(C(C5)C(C(=O)C(C(C)O)O)OC)OC6CC(C(C(O6)C)O)OC7CC(C(C(O7)C)O)OC8CC(C(C(O8)C)O)(C)O)C(=C4C(=C3C)O)O)O)O. Cell line: NCI-H322M. Synergy scores: CSS=54.7, Synergy_ZIP=-2.73, Synergy_Bliss=-1.99, Synergy_Loewe=-0.631, Synergy_HSA=-0.478. (5) Drug 1: CC(CN1CC(=O)NC(=O)C1)N2CC(=O)NC(=O)C2. Drug 2: C1C(C(OC1N2C=NC3=C(N=C(N=C32)Cl)N)CO)O. Cell line: MCF7. Synergy scores: CSS=19.4, Synergy_ZIP=-5.95, Synergy_Bliss=0.608, Synergy_Loewe=-1.14, Synergy_HSA=-1.39. (6) Drug 1: CN(CC1=CN=C2C(=N1)C(=NC(=N2)N)N)C3=CC=C(C=C3)C(=O)NC(CCC(=O)O)C(=O)O. Drug 2: C1=NC2=C(N=C(N=C2N1C3C(C(C(O3)CO)O)O)F)N. Cell line: HS 578T. Synergy scores: CSS=21.7, Synergy_ZIP=-9.94, Synergy_Bliss=-6.48, Synergy_Loewe=-5.96, Synergy_HSA=-5.89.